This data is from Reaction yield outcomes from USPTO patents with 853,638 reactions. The task is: Predict the reaction yield, written as a fraction of the theoretical maximum amount of product (1.0 means a 100% yield; for example, 0.34 means a 34% yield). (1) The catalyst is C(Cl)Cl. The reactants are [F:1][C:2]1[CH:3]=[C:4]([C@H:9]2[CH2:13][CH2:12][CH2:11][N:10]2[C:14]2[CH:19]=[CH:18][N:17]3[N:20]=[CH:21][C:22]([C:23]([OH:25])=O)=[C:16]3[N:15]=2)[C:5]([CH3:8])=[N:6][CH:7]=1.C1C=C[C:29]2N(O)N=[N:32][C:30]=2[CH:31]=1.CCN=C=NCCCN(C)C.C(N(CC)CC)C.C1(N)CC1. The product is [CH:30]1([NH:32][C:23]([C:22]2[CH:21]=[N:20][N:17]3[CH:18]=[CH:19][C:14]([N:10]4[CH2:11][CH2:12][CH2:13][CH:9]4[C:4]4[C:5]([CH3:8])=[N:6][CH:7]=[C:2]([F:1])[CH:3]=4)=[N:15][C:16]=23)=[O:25])[CH2:31][CH2:29]1. The yield is 0.790. (2) The reactants are [CH3:1][O:2][CH2:3][CH2:4][N:5]1[C:9]([C:10]([OH:12])=O)=[CH:8][C:7]([CH3:13])=[N:6]1.O1CCCC1.C(Cl)(=O)C(Cl)=O.[NH2:25][C:26]1[CH:27]=[C:28]([CH:45]=[CH:46][C:47]=1[CH3:48])[O:29][C:30]1[CH:31]=[CH:32][C:33]2[N:34]([CH:36]=[C:37]([NH:39][C:40]([CH:42]3[CH2:44][CH2:43]3)=[O:41])[N:38]=2)[N:35]=1. The catalyst is CN(C)C=O.CN(C)C(=O)C. The product is [CH:42]1([C:40]([NH:39][C:37]2[N:38]=[C:33]3[CH:32]=[CH:31][C:30]([O:29][C:28]4[CH:45]=[CH:46][C:47]([CH3:48])=[C:26]([NH:25][C:10]([C:9]5[N:5]([CH2:4][CH2:3][O:2][CH3:1])[N:6]=[C:7]([CH3:13])[CH:8]=5)=[O:12])[CH:27]=4)=[N:35][N:34]3[CH:36]=2)=[O:41])[CH2:43][CH2:44]1. The yield is 0.770. (3) The reactants are [Br:1][C:2]1[CH:3]=[C:4]([OH:8])[CH:5]=[N:6][CH:7]=1.[C:9]1(P([C:9]2[CH:14]=[CH:13][CH:12]=[CH:11][CH:10]=2)[C:9]2[CH:14]=[CH:13][CH:12]=[CH:11][CH:10]=2)[CH:14]=[CH:13][CH:12]=[CH:11][CH:10]=1.C1(O)CCCCC1.N(/C(OCC1C=CC(Cl)=CC=1)=O)=N\C(OCC1C=CC(Cl)=CC=1)=O. The catalyst is C1COCC1. The product is [Br:1][C:2]1[CH:7]=[N:6][CH:5]=[C:4]([O:8][CH:9]2[CH2:14][CH2:13][CH2:12][CH2:11][CH2:10]2)[CH:3]=1. The yield is 0.272. (4) The reactants are [CH3:1][C:2]1[CH:3]=[N:4][N:5](C2CCCCO2)[C:6]=1[C:7]1[CH:16]=[C:15]2[C:10]([CH:11]=[C:12]([NH:17][C:18]([CH:20]3[CH2:22][CH2:21]3)=[O:19])[N:13]=[CH:14]2)=[CH:9][CH:8]=1.CO.[ClH:31]. The catalyst is O1CCOCC1. The product is [ClH:31].[CH3:1][C:2]1[CH:3]=[N:4][NH:5][C:6]=1[C:7]1[CH:16]=[C:15]2[C:10]([CH:11]=[C:12]([NH:17][C:18]([CH:20]3[CH2:22][CH2:21]3)=[O:19])[N:13]=[CH:14]2)=[CH:9][CH:8]=1. The yield is 0.460.